Dataset: Reaction yield outcomes from USPTO patents with 853,638 reactions. Task: Predict the reaction yield, written as a fraction of the theoretical maximum amount of product (1.0 means a 100% yield; for example, 0.34 means a 34% yield). (1) The reactants are C([O:3][C:4](=[O:33])[CH2:5][NH:6][C:7]([C:9]1[C:14](=[O:15])[N:13]([CH2:16][C:17]2[CH:22]=[CH:21][CH:20]=[CH:19][C:18]=2[C:23]([F:26])([F:25])[F:24])[C:12]([OH:27])=[C:11]([C:28](OC)=[O:29])[C:10]=1[OH:32])=[O:8])C.C(N(CC)C(C)C)(C)C.Cl.[F:44][C:45]([F:49])([F:48])[CH2:46][NH2:47]. The catalyst is C(Cl)(Cl)Cl. The product is [OH:32][C:10]1[C:11]([C:28]([NH:47][CH2:46][C:45]([F:49])([F:48])[F:44])=[O:29])=[C:12]([OH:27])[N:13]([CH2:16][C:17]2[CH:22]=[CH:21][CH:20]=[CH:19][C:18]=2[C:23]([F:26])([F:25])[F:24])[C:14](=[O:15])[C:9]=1[C:7]([NH:6][CH2:5][C:4]([OH:33])=[O:3])=[O:8]. The yield is 0.510. (2) The reactants are [Br:1]N1C(=O)CCC1=O.[NH2:9][C:10]1[S:11][CH:12]=[C:13]([C:15]([CH3:18])([CH3:17])[CH3:16])[N:14]=1.CCCCCC. The catalyst is C(Cl)(Cl)(Cl)Cl. The product is [NH2:9][C:10]1[S:11][C:12]([Br:1])=[C:13]([C:15]([CH3:18])([CH3:17])[CH3:16])[N:14]=1. The yield is 0.937. (3) The yield is 0.640. The catalyst is C(Cl)Cl. The product is [Br:1][C:2]1[CH:3]=[N:4][N:5]([CH3:16])[C:6]=1[C:7]1[CH:8]=[C:9]([C:13]([NH:26][C@H:27]([CH2:28][N:29]2[C:37](=[O:38])[C:36]3[C:31](=[CH:32][CH:33]=[CH:34][CH:35]=3)[C:30]2=[O:39])[CH2:40][CH:41]2[CH2:46][CH2:45][CH2:44][CH2:43][CH2:42]2)=[O:15])[S:10][C:11]=1[CH3:12]. The reactants are [Br:1][C:2]1[CH:3]=[N:4][N:5]([CH3:16])[C:6]=1[C:7]1[CH:8]=[C:9]([C:13]([OH:15])=O)[S:10][C:11]=1[CH3:12].C(N(CC)C(C)C)(C)C.[NH2:26][C@@H:27]([CH2:40][CH:41]1[CH2:46][CH2:45][CH2:44][CH2:43][CH2:42]1)[CH2:28][N:29]1[C:37](=[O:38])[C:36]2[C:31](=[CH:32][CH:33]=[CH:34][CH:35]=2)[C:30]1=[O:39].CC(OC(N[C@H](C(O)=O)CC1C=CC=CC=1C(F)(F)F)=O)(C)C.F[P-](F)(F)(F)(F)F.Br[P+](N1CCCC1)(N1CCCC1)N1CCCC1. (4) The reactants are Br[C:2]1[CH:3]=[CH:4][C:5]2[O:11][CH2:10][CH2:9][N:8]3[C:12]([C:18]([NH:20][CH3:21])=[O:19])=[C:13]([C:15]([NH2:17])=[O:16])[N:14]=[C:7]3[C:6]=2[CH:22]=1.[N:23]1[CH:28]=[CH:27][CH:26]=[CH:25][C:24]=1[C@:29]([OH:33])([C:31]#[CH:32])[CH3:30]. No catalyst specified. The product is [OH:33][C@@:29]([C:24]1[CH:25]=[CH:26][CH:27]=[CH:28][N:23]=1)([CH3:30])[C:31]#[C:32][C:2]1[CH:3]=[CH:4][C:5]2[O:11][CH2:10][CH2:9][N:8]3[C:12]([C:18]([NH:20][CH3:21])=[O:19])=[C:13]([C:15]([NH2:17])=[O:16])[N:14]=[C:7]3[C:6]=2[CH:22]=1. The yield is 0.0610. (5) The catalyst is ClCCl.CO. The yield is 0.400. The product is [C:8]([C:7]1[CH:23]=[CH:22][C:21](=[O:24])[N:2]2[CH:6]=[CH:5][NH:4][C:3]=12)(=[O:9])[C:10]1[CH:15]=[CH:14][CH:13]=[CH:12][CH:11]=1. The reactants are Cl.[NH:2]1[CH:6]=[CH:5][N:4]=[C:3]1[CH2:7][C:8]([C:10]1[CH:15]=[CH:14][CH:13]=[CH:12][CH:11]=1)=[O:9].C(=O)([O-])O.[Na+].[C:21](OC)(=[O:24])[C:22]#[CH:23].